This data is from Forward reaction prediction with 1.9M reactions from USPTO patents (1976-2016). The task is: Predict the product of the given reaction. (1) Given the reactants [C:1]([O:5][C:6]([NH:8][C:9]([C:21]([O:23]CC)=[O:22])([CH2:15][C:16]([O:18][CH2:19][CH3:20])=[O:17])[C:10]([O:12][CH2:13][CH3:14])=[O:11])=[O:7])([CH3:4])([CH3:3])[CH3:2], predict the reaction product. The product is: [C:1]([O:5][C:6]([NH:8][C@@:9]([C:10]([O:12][CH2:13][CH3:14])=[O:11])([C:21]([OH:23])=[O:22])[CH2:15][C:16]([O:18][CH2:19][CH3:20])=[O:17])=[O:7])([CH3:4])([CH3:2])[CH3:3]. (2) Given the reactants [O:1]=[C:2]1[C@@H:6]([NH:7][C:8](=[O:14])[O:9][C:10]([CH3:13])([CH3:12])[CH3:11])[CH2:5][CH2:4][NH:3]1.[H-].[Na+].FC(F)(F)S(O[CH2:23][C:24]([F:27])([F:26])[F:25])(=O)=O, predict the reaction product. The product is: [O:1]=[C:2]1[C@@H:6]([NH:7][C:8](=[O:14])[O:9][C:10]([CH3:11])([CH3:13])[CH3:12])[CH2:5][CH2:4][N:3]1[CH2:23][C:24]([F:27])([F:26])[F:25]. (3) Given the reactants Cl[C:2]1[CH:11]=[C:10]([C:12]([F:15])([F:14])[F:13])[C:5]([C:6]([O:8][CH3:9])=[O:7])=[CH:4][N:3]=1.[F:16][C:17]([F:38])([F:37])[C:18]1[CH:19]=[C:20]([C:28]2([C:33]([F:36])([F:35])[F:34])[CH2:32][CH2:31][NH:30][CH2:29]2)[CH:21]=[C:22]([C:24]([F:27])([F:26])[F:25])[CH:23]=1.C(=O)([O-])[O-].[K+].[K+].O, predict the reaction product. The product is: [F:26][C:24]([F:25])([F:27])[C:22]1[CH:21]=[C:20]([C:28]2([C:33]([F:36])([F:34])[F:35])[CH2:32][CH2:31][N:30]([C:2]3[CH:11]=[C:10]([C:12]([F:15])([F:14])[F:13])[C:5]([C:6]([O:8][CH3:9])=[O:7])=[CH:4][N:3]=3)[CH2:29]2)[CH:19]=[C:18]([C:17]([F:16])([F:37])[F:38])[CH:23]=1.